From a dataset of Full USPTO retrosynthesis dataset with 1.9M reactions from patents (1976-2016). Predict the reactants needed to synthesize the given product. (1) Given the product [CH3:13][O:14][C:15]1[CH:20]=[C:19]2[C:18](=[CH:17][CH:16]=1)[NH:21][CH:2]=[C:3]2[CH2:4][CH2:5][CH2:6][C:7]([O:9][CH2:10][CH3:11])=[O:8], predict the reactants needed to synthesize it. The reactants are: O=[CH:2][CH2:3][CH2:4][CH2:5][CH2:6][C:7]([O:9][CH2:10][CH3:11])=[O:8].Cl.[CH3:13][O:14][C:15]1[CH:20]=[CH:19][C:18]([NH:21]N)=[CH:17][CH:16]=1. (2) Given the product [O:3]1[C:4]2([CH2:5][CH2:6][CH:7]([NH:10][C:11](=[O:17])[O:12][C:13]([CH3:14])([CH3:16])[CH3:15])[CH2:8][CH2:9]2)[CH2:18]1, predict the reactants needed to synthesize it. The reactants are: [H-].[Na+].[O:3]=[C:4]1[CH2:9][CH2:8][CH:7]([NH:10][C:11](=[O:17])[O:12][C:13]([CH3:16])([CH3:15])[CH3:14])[CH2:6][CH2:5]1.[CH3:18]COC(C)=O. (3) Given the product [Cl:18][C:15]1[N:14]=[CH:13][C:12]([C:10]2[C:9]3[C:4](=[CH:5][CH:6]=[CH:7][CH:8]=3)[C:3](=[O:19])[N:2]([NH:1][C:23](=[O:24])[CH2:22][C:21]([CH3:20])([C:27]3[CH:32]=[CH:31][CH:30]=[CH:29][CH:28]=3)[CH3:26])[N:11]=2)=[CH:17][CH:16]=1, predict the reactants needed to synthesize it. The reactants are: [NH2:1][N:2]1[N:11]=[C:10]([C:12]2[CH:13]=[N:14][C:15]([Cl:18])=[CH:16][CH:17]=2)[C:9]2[C:4](=[CH:5][CH:6]=[CH:7][CH:8]=2)[C:3]1=[O:19].[CH3:20][C:21]([C:27]1[CH:32]=[CH:31][CH:30]=[CH:29][CH:28]=1)([CH3:26])[CH2:22][C:23](O)=[O:24]. (4) Given the product [O:37]=[C:32]1[CH:33]([C:38]([O-:40])=[O:39])[O:34][CH2:35][CH2:36][N:31]1[C:25]1[CH:26]=[CH:27][CH:28]=[CH:29][CH:30]=1.[Li+:24], predict the reactants needed to synthesize it. The reactants are: BrC1C(C(C)(C)C)=CC(C(C)(C)C)=CC=1C(C)(C)C.C([Li:24])CCC.[C:25]1([N:31]2[CH2:36][CH2:35][O:34][CH2:33][C:32]2=[O:37])[CH:30]=[CH:29][CH:28]=[CH:27][CH:26]=1.[C:38](=[O:40])=[O:39]. (5) The reactants are: [CH:1]1([N:4]2[C:12]3[C:7](=[CH:8][CH:9]=[C:10]([C:13](O)=[O:14])[CH:11]=3)[C:6]([CH3:17])([CH3:16])[C:5]2=[O:18])[CH2:3][CH2:2]1.[CH:19]1([C:22]([NH:24][NH2:25])=O)[CH2:21][CH2:20]1. Given the product [CH:1]1([N:4]2[C:12]3[C:7](=[CH:8][CH:9]=[C:10]([C:13]4[O:14][C:22]([CH:19]5[CH2:21][CH2:20]5)=[N:24][N:25]=4)[CH:11]=3)[C:6]([CH3:17])([CH3:16])[C:5]2=[O:18])[CH2:3][CH2:2]1, predict the reactants needed to synthesize it.